Dataset: Reaction yield outcomes from USPTO patents with 853,638 reactions. Task: Predict the reaction yield, written as a fraction of the theoretical maximum amount of product (1.0 means a 100% yield; for example, 0.34 means a 34% yield). The reactants are [NH2:1][C:2]1[N:3]=[C:4]([N:19]2[CH2:24][CH2:23][N:22]([C:25](=[O:35])[CH2:26][NH:27]C(OC(C)(C)C)=O)[CH2:21][CH2:20]2)[C:5]2[N:11]=[C:10]([C:12]3[CH:17]=[CH:16][C:15]([F:18])=[CH:14][CH:13]=3)[CH:9]=[CH:8][C:6]=2[N:7]=1.FC(F)(F)C(O)=O. The catalyst is ClCCl. The product is [NH2:1][C:2]1[N:3]=[C:4]([N:19]2[CH2:20][CH2:21][N:22]([C:25](=[O:35])[CH2:26][NH2:27])[CH2:23][CH2:24]2)[C:5]2[N:11]=[C:10]([C:12]3[CH:17]=[CH:16][C:15]([F:18])=[CH:14][CH:13]=3)[CH:9]=[CH:8][C:6]=2[N:7]=1. The yield is 0.240.